This data is from Reaction yield outcomes from USPTO patents with 853,638 reactions. The task is: Predict the reaction yield, written as a fraction of the theoretical maximum amount of product (1.0 means a 100% yield; for example, 0.34 means a 34% yield). (1) The reactants are [NH2:1][C:2]1[CH:7]=[C:6]([OH:8])[C:5]([CH3:9])=[CH:4][CH:3]=1.[CH:10]([C:13]1[CH:14]=[CH:15][C:16]2[C:21]([NH:22][C:23]3[CH:24]=[C:25]([CH:29]=[CH:30][C:31]=3[S:32][C:33]3[CH:38]=[CH:37][C:36]([O:39][CH3:40])=[CH:35][CH:34]=3)[C:26](Cl)=[O:27])=[N:20][CH:19]=[N:18][C:17]=2[N:41]=1)([CH3:12])[CH3:11].C(N(CC)CC)C. The catalyst is ClCCl. The product is [OH:8][C:6]1[CH:7]=[C:2]([NH:1][C:26](=[O:27])[C:25]2[CH:29]=[CH:30][C:31]([S:32][C:33]3[CH:34]=[CH:35][C:36]([O:39][CH3:40])=[CH:37][CH:38]=3)=[C:23]([NH:22][C:21]3[C:16]4[CH:15]=[CH:14][C:13]([CH:10]([CH3:11])[CH3:12])=[N:41][C:17]=4[N:18]=[CH:19][N:20]=3)[CH:24]=2)[CH:3]=[CH:4][C:5]=1[CH3:9]. The yield is 0.650. (2) The reactants are [C:1]([C:6]1[CH:11]=[N:10][C:9]([OH:12])=[CH:8][N:7]=1)([O:3][CH2:4][CH3:5])=[O:2].[CH:13]1([CH2:17]O)[CH2:16][CH2:15][CH2:14]1.C1(P(C2C=CC=CC=2)C2C=CC=CC=2)C=CC=CC=1.N(C(OC(C)C)=O)=NC(OC(C)C)=O.C([O-])(O)=O.[Na+]. The catalyst is C1COCC1. The product is [CH:13]1([CH2:17][O:12][C:9]2[N:10]=[CH:11][C:6]([C:1]([O:3][CH2:4][CH3:5])=[O:2])=[N:7][CH:8]=2)[CH2:16][CH2:15][CH2:14]1. The yield is 0.620. (3) The catalyst is O1CCOCC1.O.C1(P([C-]2C=CC=C2)C2C=CC=CC=2)C=CC=CC=1.[C-]1(P(C2C=CC=CC=2)C2C=CC=CC=2)C=CC=C1.[Fe+2].[Pd](Cl)Cl. The yield is 0.410. The reactants are Br[C:2]1[CH:3]=[N:4][CH:5]=[C:6]2[C:11]=1[N:10]=[C:9]([C:12]([NH:14][CH2:15][C:16]1[CH:21]=[CH:20][N:19]=[CH:18][CH:17]=1)=[O:13])[CH:8]=[CH:7]2.[Cl:22][C:23]1[CH:28]=[CH:27][CH:26]=[CH:25][C:24]=1B(O)O.C(=O)([O-])[O-].[Cs+].[Cs+]. The product is [Cl:22][C:23]1[CH:28]=[CH:27][CH:26]=[CH:25][C:24]=1[C:2]1[CH:3]=[N:4][CH:5]=[C:6]2[C:11]=1[N:10]=[C:9]([C:12]([NH:14][CH2:15][C:16]1[CH:21]=[CH:20][N:19]=[CH:18][CH:17]=1)=[O:13])[CH:8]=[CH:7]2. (4) The reactants are [CH3:1][O:2][C:3](=[O:33])[C:4]1[CH:9]=[CH:8][C:7]([CH2:10][N:11]2[CH:15]=[C:14]([C:16]3[CH:21]=[CH:20][C:19]([Cl:22])=[CH:18][C:17]=3[Cl:23])[N:13]=[C:12]2[CH2:24][O:25][C:26]2[CH:31]=[CH:30][C:29](Br)=[CH:28][CH:27]=2)=[CH:6][CH:5]=1.[F:34][C:35]([F:46])([F:45])[C:36]1[CH:41]=[CH:40][C:39](B(O)O)=[CH:38][CH:37]=1. No catalyst specified. The product is [CH3:1][O:2][C:3](=[O:33])[C:4]1[CH:9]=[CH:8][C:7]([CH2:10][N:11]2[CH:15]=[C:14]([C:16]3[CH:21]=[CH:20][C:19]([Cl:22])=[CH:18][C:17]=3[Cl:23])[N:13]=[C:12]2[CH2:24][O:25][C:26]2[CH:31]=[CH:30][C:29]([C:39]3[CH:40]=[CH:41][C:36]([C:35]([F:46])([F:45])[F:34])=[CH:37][CH:38]=3)=[CH:28][CH:27]=2)=[CH:6][CH:5]=1. The yield is 0.720. (5) The reactants are [CH3:1][O:2][C:3]1[CH:12]=[CH:11][C:6]([C:7]([O:9][CH3:10])=[O:8])=[CH:5][C:4]=1[NH:13][S:14]([CH3:17])(=[O:16])=[O:15].[C:18](O[C:18]([O:20][C:21]([CH3:24])([CH3:23])[CH3:22])=[O:19])([O:20][C:21]([CH3:24])([CH3:23])[CH3:22])=[O:19]. The catalyst is C(Cl)Cl.CN(C1C=CN=CC=1)C. The product is [C:21]([O:20][C:18]([N:13]([C:4]1[CH:5]=[C:6]([CH:11]=[CH:12][C:3]=1[O:2][CH3:1])[C:7]([O:9][CH3:10])=[O:8])[S:14]([CH3:17])(=[O:16])=[O:15])=[O:19])([CH3:24])([CH3:23])[CH3:22]. The yield is 0.980. (6) The reactants are [C:1]1([N:7]2[N:11]=[C:10]([C:12]([O:14][CH3:15])=[O:13])[C:9]([C:16]([O:18]C)=[O:17])=[N:8]2)[CH:6]=[CH:5][CH:4]=[CH:3][CH:2]=1.[OH-].[K+]. The catalyst is CO. The product is [CH3:15][O:14][C:12]([C:10]1[C:9]([C:16]([OH:18])=[O:17])=[N:8][N:7]([C:1]2[CH:6]=[CH:5][CH:4]=[CH:3][CH:2]=2)[N:11]=1)=[O:13]. The yield is 0.850. (7) The reactants are [NH2:1][CH2:2][CH2:3][CH2:4][CH2:5][CH2:6][CH2:7][CH2:8][CH2:9][NH:10][C:11](=[O:17])[O:12][C:13]([CH3:16])([CH3:15])[CH3:14].[N:18]1[CH:23]=[CH:22][CH:21]=[CH:20][C:19]=1[CH:24]=O.[BH-](OC(C)=O)(OC(C)=O)OC(C)=O.[Na+].[C:40]([O:44][C:45]([CH3:48])([CH3:47])[CH3:46])(=[O:43])[CH:41]=O. The catalyst is ClCCCl.CC(O)=O. The product is [C:13]([O:12][C:11]([NH:10][CH2:9][CH2:8][CH2:7][CH2:6][CH2:5][CH2:4][CH2:3][CH2:2][N:1]([CH2:24][C:19]1[CH:20]=[CH:21][CH:22]=[CH:23][N:18]=1)[CH2:41][C:40]([O:44][C:45]([CH3:48])([CH3:47])[CH3:46])=[O:43])=[O:17])([CH3:14])([CH3:16])[CH3:15]. The yield is 0.580. (8) The reactants are [Si:1]([O:8][CH2:9][CH:10]1[CH2:15][N:14]2[N:16]=[C:17]([I:24])[C:18]([C:19]([O:21][CH2:22][CH3:23])=[O:20])=[C:13]2[C:12](=O)[NH:11]1)([C:4]([CH3:7])([CH3:6])[CH3:5])([CH3:3])[CH3:2].C(O)C. The catalyst is C1COCC1. The product is [Si:1]([O:8][CH2:9][CH:10]1[CH2:15][N:14]2[N:16]=[C:17]([I:24])[C:18]([C:19]([O:21][CH2:22][CH3:23])=[O:20])=[C:13]2[CH2:12][NH:11]1)([C:4]([CH3:7])([CH3:6])[CH3:5])([CH3:2])[CH3:3]. The yield is 0.950. (9) The reactants are [CH:1]1[CH:2]=[CH:3][C:4]([C@@H:7]2[N:16]([C:17]([O:19][C@@H:20]3[CH:25]4[CH2:26][CH2:27][N:22]([CH2:23][CH2:24]4)[CH2:21]3)=[O:18])[CH2:15][CH2:14][C:13]3[CH:12]=[CH:11][CH:10]=[CH:9][C:8]2=3)=[CH:5][CH:6]=1.[C:28]([OH:35])(=[O:34])[CH2:29][CH2:30][C:31]([OH:33])=[O:32]. The catalyst is CC(CC(C)=O)C. The product is [CH:1]1[CH:6]=[CH:5][C:4]([C@@H:7]2[N:16]([C:17]([O:19][C@@H:20]3[CH:25]4[CH2:24][CH2:23][N:22]([CH2:27][CH2:26]4)[CH2:21]3)=[O:18])[CH2:15][CH2:14][C:13]3[CH:12]=[CH:11][CH:10]=[CH:9][C:8]2=3)=[CH:3][CH:2]=1.[CH2:29]([C:28]([OH:35])=[O:34])[CH2:30][C:31]([OH:33])=[O:32]. The yield is 0.600. (10) The reactants are [NH2:1][C:2]1[CH:3]=[C:4]([N:8]([CH2:16][C:17]2[CH:22]=[CH:21][CH:20]=[C:19]([O:23][C:24]([F:29])([F:28])[CH:25]([F:27])[F:26])[CH:18]=2)[CH2:9][CH:10]([OH:15])[C:11]([F:14])([F:13])[F:12])[CH:5]=[CH:6][CH:7]=1.C(N(CC)CC)C.[F:37][C:38]1[CH:46]=[CH:45][C:41]([C:42](Cl)=[O:43])=[CH:40][CH:39]=1. The catalyst is ClCCl. The product is [F:37][C:38]1[CH:46]=[CH:45][C:41]([C:42]([NH:1][C:2]2[CH:7]=[CH:6][CH:5]=[C:4]([N:8]([CH2:16][C:17]3[CH:22]=[CH:21][CH:20]=[C:19]([O:23][C:24]([F:28])([F:29])[CH:25]([F:26])[F:27])[CH:18]=3)[CH2:9][CH:10]([OH:15])[C:11]([F:14])([F:13])[F:12])[CH:3]=2)=[O:43])=[CH:40][CH:39]=1. The yield is 0.230.